This data is from Catalyst prediction with 721,799 reactions and 888 catalyst types from USPTO. The task is: Predict which catalyst facilitates the given reaction. (1) Reactant: [NH2:1][C:2]1[CH:7]=[CH:6][C:5]([N:8]2[C:12]([CH3:14])([CH3:13])[C:11](=[O:15])[N:10]([C:16]3[CH:23]=[CH:22][C:19]([C:20]#[N:21])=[C:18]([C:24]([F:27])([F:26])[F:25])[CH:17]=3)[C:9]2=[S:28])=[CH:4][CH:3]=1.[CH3:29][S:30](Cl)(=[O:32])=[O:31].N1C=CC=CC=1. Product: [C:20]([C:19]1[CH:22]=[CH:23][C:16]([N:10]2[C:11](=[O:15])[C:12]([CH3:14])([CH3:13])[N:8]([C:5]3[CH:4]=[CH:3][C:2]([NH:1][S:30]([CH3:29])(=[O:32])=[O:31])=[CH:7][CH:6]=3)[C:9]2=[S:28])=[CH:17][C:18]=1[C:24]([F:26])([F:27])[F:25])#[N:21]. The catalyst class is: 4. (2) Reactant: [NH:1]1[C:5]2[CH:6]=[C:7]([C:10]3[N:14]=[C:13]([C:15]4[CH:16]=[CH:17][C:18]([O:23][CH:24]([CH3:29])[C:25]([F:28])([F:27])[F:26])=[C:19]([CH:22]=4)[CH:20]=[O:21])[O:12][N:11]=3)[CH:8]=[CH:9][C:4]=2[N:3]=[CH:2]1.P([O-])(O)(O)=[O:31].[K+].CC(=CC)C.[Cl:41]([O-])=O.[Na+]. Product: [ClH:41].[NH:3]1[C:4]2[CH:9]=[CH:8][C:7]([C:10]3[N:14]=[C:13]([C:15]4[CH:16]=[CH:17][C:18]([O:23][CH:24]([CH3:29])[C:25]([F:27])([F:28])[F:26])=[C:19]([CH:22]=4)[C:20]([OH:31])=[O:21])[O:12][N:11]=3)=[CH:6][C:5]=2[N:1]=[CH:2]1. The catalyst class is: 664. (3) Reactant: [C:1]([CH2:3][C:4](O)=[O:5])#[N:2].C(Cl)(=O)C(Cl)=O.[C:13]([C:15]([C:18]1[CH:23]=[CH:22][C:21]([NH:24][CH2:25][CH2:26][C:27]([O:29][CH2:30][CH3:31])=[O:28])=[CH:20][CH:19]=1)([CH3:17])[CH3:16])#[N:14].C(N(CC)CC)C. Product: [C:1]([CH2:3][C:4]([N:24]([CH2:25][CH2:26][C:27]([O:29][CH2:30][CH3:31])=[O:28])[C:21]1[CH:22]=[CH:23][C:18]([C:15]([C:13]#[N:14])([CH3:17])[CH3:16])=[CH:19][CH:20]=1)=[O:5])#[N:2]. The catalyst class is: 120. (4) Reactant: [CH:1]([C:4]1[CH:8]=[C:7]([CH:9]([CH3:11])[CH3:10])[N:6]([C@@H:12]2[CH2:17][CH2:16][C@H:15]([OH:18])[CH2:14][CH2:13]2)[N:5]=1)([CH3:3])[CH3:2].[H-].[Na+].[H][H].Cl[CH2:24][CH2:25][CH2:26][N:27]1[CH2:31][CH2:30][CH2:29][CH2:28]1.[Na+].[I-]. Product: [CH:1]([C:4]1[CH:8]=[C:7]([CH:9]([CH3:11])[CH3:10])[N:6]([C@H:12]2[CH2:13][CH2:14][C@@H:15]([O:18][CH2:24][CH2:25][CH2:26][N:27]3[CH2:31][CH2:30][CH2:29][CH2:28]3)[CH2:16][CH2:17]2)[N:5]=1)([CH3:2])[CH3:3]. The catalyst class is: 3. (5) Reactant: [Cl:1][C:2]1[CH:9]=[C:8](F)[CH:7]=[CH:6][C:3]=1[C:4]#[N:5].[NH:11]1[CH2:15][CH2:14][CH2:13][C:12]1=[O:16].C(=O)([O-])[O-].[Cs+].[Cs+]. Product: [Cl:1][C:2]1[CH:9]=[C:8]([N:11]2[CH2:15][CH2:14][CH2:13][C:12]2=[O:16])[CH:7]=[CH:6][C:3]=1[C:4]#[N:5]. The catalyst class is: 39. (6) Reactant: C(N(CC)CC)C.[O:8]=[C:9]1[O:15][C@H:14]([C@H:16]([CH2:18][OH:19])[OH:17])[C:12]([OH:13])=[C:10]1[OH:11].[CH3:20][C:21]([CH2:36][CH2:37][CH2:38][CH:39]([CH3:51])[CH2:40][CH2:41][CH2:42][CH:43]([CH3:50])[CH2:44][CH2:45][CH2:46][CH:47]([CH3:49])[CH3:48])=[CH:22][CH2:23][CH2:24]OS(C1C=CC(C)=CC=1)(=O)=O. Product: [CH3:20][C:21]([CH2:36][CH2:37][CH2:38][CH:39]([CH3:51])[CH2:40][CH2:41][CH2:42][CH:43]([CH3:50])[CH2:44][CH2:45][CH2:46][CH:47]([CH3:49])[CH3:48])=[CH:22][CH2:23][CH2:24][O:11][C:10]1[C:9]([O:15][C@H:14]([C@H:16]([CH2:18][OH:19])[OH:17])[C:12]=1[OH:13])=[O:8]. The catalyst class is: 10.